This data is from Peptide-MHC class I binding affinity with 185,985 pairs from IEDB/IMGT. The task is: Regression. Given a peptide amino acid sequence and an MHC pseudo amino acid sequence, predict their binding affinity value. This is MHC class I binding data. (1) The peptide sequence is IHDFVDKTL. The MHC is HLA-A01:01 with pseudo-sequence HLA-A01:01. The binding affinity (normalized) is 0.0847. (2) The peptide sequence is LYRYIQWLR. The MHC is HLA-B08:03 with pseudo-sequence HLA-B08:03. The binding affinity (normalized) is 0.0847.